Dataset: Forward reaction prediction with 1.9M reactions from USPTO patents (1976-2016). Task: Predict the product of the given reaction. (1) The product is: [C:9]([NH:8][C:6]1[CH:7]=[C:2]([NH:1][C:31]([C:22]2[C:23]([C:25]3[CH:30]=[CH:29][CH:28]=[CH:27][CH:26]=3)=[N:24][C:19]([CH3:18])=[N:20][CH:21]=2)=[O:32])[CH:3]=[CH:4][C:5]=1[Cl:17])(=[O:16])[C:10]1[CH:15]=[CH:14][CH:13]=[CH:12][CH:11]=1. Given the reactants [NH2:1][C:2]1[CH:3]=[CH:4][C:5]([Cl:17])=[C:6]([NH:8][C:9](=[O:16])[C:10]2[CH:15]=[CH:14][CH:13]=[CH:12][CH:11]=2)[CH:7]=1.[CH3:18][C:19]1[N:24]=[C:23]([C:25]2[CH:30]=[CH:29][CH:28]=[CH:27][CH:26]=2)[C:22]([C:31](O)=[O:32])=[CH:21][N:20]=1, predict the reaction product. (2) Given the reactants Br[C:2]1[CH:3]=[CH:4][C:5]2[NH:11][C:10](=[O:12])[CH2:9][O:8][C:7]([CH2:18][CH3:19])([C:13]3[S:14][CH:15]=[CH:16][CH:17]=3)[C:6]=2[CH:20]=1.[F:21][C:22]1[CH:23]=[C:24]([C:31]#[N:32])[CH:25]=[C:26](B(O)O)[CH:27]=1, predict the reaction product. The product is: [CH2:18]([C:7]1([C:13]2[S:14][CH:15]=[CH:16][CH:17]=2)[O:8][CH2:9][C:10](=[O:12])[NH:11][C:5]2[CH:4]=[CH:3][C:2]([C:26]3[CH:25]=[C:24]([CH:23]=[C:22]([F:21])[CH:27]=3)[C:31]#[N:32])=[CH:20][C:6]1=2)[CH3:19]. (3) The product is: [C:1]([O:5][C:6]([N:8]1[CH2:13][CH2:12][CH:11]([CH2:14][CH2:15][CH2:16][O:17][C:24]2[CH:23]=[CH:22][CH:21]=[C:20]([C:19]([F:28])([F:27])[F:18])[CH:25]=2)[CH2:10][CH2:9]1)=[O:7])([CH3:4])([CH3:3])[CH3:2]. Given the reactants [C:1]([O:5][C:6]([N:8]1[CH2:13][CH2:12][CH:11]([CH2:14][CH2:15][CH2:16][OH:17])[CH2:10][CH2:9]1)=[O:7])([CH3:4])([CH3:3])[CH3:2].[F:18][C:19]([F:28])([F:27])[C:20]1[CH:21]=[C:22](O)[CH:23]=[CH:24][CH:25]=1.C1(P(C2C=CC=CC=2)C2C=CC=CC=2)C=CC=CC=1.CCOC(/N=N/C(OCC)=O)=O, predict the reaction product. (4) Given the reactants CC1(C)C(C)(C)OB([C:9]2[CH:10]=[C:11]([NH:15][C:16](=[O:22])[O:17][C:18]([CH3:21])([CH3:20])[CH3:19])[CH:12]=[N:13][CH:14]=2)O1.I[C:25]1[S:29][C:28]([C:30]2[CH:31]=[C:32]3[C:36](=[CH:37][CH:38]=2)[NH:35][C:34](=[O:39])[CH2:33]3)=[CH:27][CH:26]=1, predict the reaction product. The product is: [O:39]=[C:34]1[CH2:33][C:32]2[C:36](=[CH:37][CH:38]=[C:30]([C:28]3[S:29][C:25]([C:9]4[CH:10]=[C:11]([NH:15][C:16](=[O:22])[O:17][C:18]([CH3:19])([CH3:20])[CH3:21])[CH:12]=[N:13][CH:14]=4)=[CH:26][CH:27]=3)[CH:31]=2)[NH:35]1. (5) Given the reactants [OH-].[Na+].[OH:3][C:4]1[CH:28]=[CH:27][C:26]([CH:29]2[CH2:34][CH2:33][N:32]([CH3:35])[CH2:31][CH2:30]2)=[CH:25][C:5]=1[C:6]([NH:8][C:9]1[CH:18]=[C:17]([C:19]2[CH:24]=[CH:23][CH:22]=[CH:21][CH:20]=2)[CH:16]=[CH:15][C:10]=1[C:11]([O:13]C)=[O:12])=[O:7].Cl, predict the reaction product. The product is: [OH:3][C:4]1[CH:28]=[CH:27][C:26]([CH:29]2[CH2:30][CH2:31][N:32]([CH3:35])[CH2:33][CH2:34]2)=[CH:25][C:5]=1[C:6]([NH:8][C:9]1[CH:18]=[C:17]([C:19]2[CH:20]=[CH:21][CH:22]=[CH:23][CH:24]=2)[CH:16]=[CH:15][C:10]=1[C:11]([OH:13])=[O:12])=[O:7]. (6) The product is: [NH2:41][C:42]1[N:43]=[CH:44][N:45]=[C:6]([NH:8][C@H:9]([C:11]2[C:20]([C:21]([OH:23])=[O:22])=[CH:19][C:18]3[C:13](=[C:14]([F:24])[CH:15]=[CH:16][CH:17]=3)[N:12]=2)[CH3:10])[C:47]=1[C:48]#[N:49]. Given the reactants C(O[C:6]([NH:8][C@H:9]([C:11]1[C:20]([C:21]([OH:23])=[O:22])=[CH:19][C:18]2[C:13](=[C:14]([F:24])[CH:15]=[CH:16][CH:17]=2)[N:12]=1)[CH3:10])=O)(C)(C)C.FC(F)(F)C(O)=O.CCN(C(C)C)C(C)C.[NH2:41][C:42]1[C:47]([C:48]#[N:49])=C(Cl)[N:45]=[CH:44][N:43]=1, predict the reaction product.